Dataset: Reaction yield outcomes from USPTO patents with 853,638 reactions. Task: Predict the reaction yield, written as a fraction of the theoretical maximum amount of product (1.0 means a 100% yield; for example, 0.34 means a 34% yield). (1) The yield is 0.180. The reactants are [CH2:1]([O:5][C:6]1[CH:10]=[C:9]([CH2:11][CH2:12][C:13]([OH:15])=O)[N:8]([CH2:16][C:17]2[CH:22]=[CH:21][C:20]([C:23]([F:26])([F:25])[F:24])=[CH:19][CH:18]=2)[N:7]=1)[CH2:2][CH2:3][CH3:4].[CH2:27]([S:32]([NH2:35])(=[O:34])=[O:33])[CH2:28][CH2:29][CH2:30][CH3:31].N12CCCN=C1CCCCC2. The catalyst is O1CCCC1. The product is [CH2:1]([O:5][C:6]1[CH:10]=[C:9]([CH2:11][CH2:12][C:13]([NH:35][S:32]([CH2:27][CH2:28][CH2:29][CH2:30][CH3:31])(=[O:34])=[O:33])=[O:15])[N:8]([CH2:16][C:17]2[CH:18]=[CH:19][C:20]([C:23]([F:25])([F:24])[F:26])=[CH:21][CH:22]=2)[N:7]=1)[CH2:2][CH2:3][CH3:4]. (2) The reactants are FC(F)(F)C(O)=O.[Cl:8][C:9]1[CH:10]=[CH:11][C:12]([O:23][CH2:24][CH3:25])=[C:13]([C:15]2[CH:20]=[C:19]([NH2:21])[N:18]=[C:17]([NH2:22])[CH:16]=2)[CH:14]=1.[Cl:26][C:27]1[CH:32]=[CH:31][C:30](B(O)O)=[CH:29][CH:28]=1. No catalyst specified. The product is [Cl:8][C:9]1[CH:10]=[CH:11][C:12]([O:23][CH2:24][CH3:25])=[C:13]([C:15]2[CH:16]=[C:17]([NH2:22])[N:18]=[C:19]([NH:21][C:30]3[CH:31]=[CH:32][C:27]([Cl:26])=[CH:28][CH:29]=3)[CH:20]=2)[CH:14]=1. The yield is 0.300.